This data is from Forward reaction prediction with 1.9M reactions from USPTO patents (1976-2016). The task is: Predict the product of the given reaction. (1) Given the reactants [Cl:1][C:2]1[CH:7]=[CH:6][CH:5]=[CH:4][C:3]=1[C@H:8]1[O:10][C@:9]1([CH2:18][N:19]1[C:23](=[S:24])[NH:22][CH:21]=[N:20]1)[C:11]1[CH:16]=[CH:15][CH:14]=[C:13]([F:17])[CH:12]=1.[CH2:25]([N:27](CC)CC)C.C(OCC)(=O)C, predict the reaction product. The product is: [Cl:1][C:2]1[CH:7]=[CH:6][CH:5]=[CH:4][C:3]=1[C@H:8]1[O:10][C@:9]1([CH2:18][N:19]1[C:23]([S:24][C:25]#[N:27])=[N:22][CH:21]=[N:20]1)[C:11]1[CH:16]=[CH:15][CH:14]=[C:13]([F:17])[CH:12]=1. (2) Given the reactants CN([CH:4]=[O:5])C.O=P(Cl)(Cl)Cl.[F:11][C:12]1[C:16]([F:17])=[CH:15][NH:14][CH:13]=1.CC([O-])=O.[Na+], predict the reaction product. The product is: [F:11][C:12]1[C:16]([F:17])=[CH:15][NH:14][C:13]=1[CH:4]=[O:5]. (3) Given the reactants [CH2:1]1[CH2:6][CH2:5][CH2:4][CH2:3][CH2:2]1.[C:7]([Br:11])([CH3:10])([CH3:9])[CH3:8].[Br-].[Al+3].[Br-].[Br-], predict the reaction product. The product is: [Br:11][C:7]12[CH2:10][CH:3]3[CH2:4][CH:5]([CH2:6][C:1]([CH2:6][CH2:1][CH2:2][CH3:3])([CH2:2]3)[CH2:8]1)[CH2:9]2.